From a dataset of Catalyst prediction with 721,799 reactions and 888 catalyst types from USPTO. Predict which catalyst facilitates the given reaction. (1) Reactant: C(C1C=CC=CC=1C=C)=C.[F:11][C:12]1[CH:33]=[CH:32][C:15]2[CH2:16][C:17]3[CH:31]=[CH:30][CH:29]=[CH:28][C:18]=3[C@H:19]3[CH2:23][C@H:22]([CH2:24][N:25]([CH3:27])[CH3:26])[NH:21][C@@H:20]3[C:14]=2[CH:13]=1.[N:34]#[C:35]Br. Product: [C:35]([N:21]1[C@@H:22]([CH2:24][N:25]([CH3:27])[CH3:26])[CH2:23][C@@H:19]2[C:18]3[CH:28]=[CH:29][CH:30]=[CH:31][C:17]=3[CH2:16][C:15]3[CH:32]=[CH:33][C:12]([F:11])=[CH:13][C:14]=3[C@@H:20]12)#[N:34]. The catalyst class is: 2. (2) Reactant: [NH2:1][CH2:2][C:3]1[O:4][C:5]([C:8]([F:11])([F:10])[F:9])=[CH:6][CH:7]=1.C1N=CN([C:17]([N:19]2C=N[CH:21]=[CH:20]2)=[O:18])C=1.NC1C2[O:32][C:31](=[O:34])[NH:30][C:29]=2[CH:28]=[CH:27][CH:26]=1. Product: [O:32]=[C:31]1[NH:30][C:29]2[CH:28]=[CH:27][CH:26]=[C:20]([NH:19][C:17]([NH:1][CH2:2][C:3]3[O:4][C:5]([C:8]([F:11])([F:9])[F:10])=[CH:6][CH:7]=3)=[O:18])[C:21]=2[O:34]1. The catalyst class is: 118.